This data is from Full USPTO retrosynthesis dataset with 1.9M reactions from patents (1976-2016). The task is: Predict the reactants needed to synthesize the given product. (1) Given the product [CH2:1]([C:8]1[C:9]([CH3:21])=[N:10][C:11]2[N:12]([N:15]=[CH:16][C:17]=2[C:18]([NH:53][CH2:52][CH2:51][O:50][CH3:49])=[O:19])[C:13]=1[CH3:14])[C:2]1[CH:7]=[CH:6][CH:5]=[CH:4][CH:3]=1, predict the reactants needed to synthesize it. The reactants are: [CH2:1]([C:8]1[C:9]([CH3:21])=[N:10][C:11]2[N:12]([N:15]=[CH:16][C:17]=2[C:18](O)=[O:19])[C:13]=1[CH3:14])[C:2]1[CH:7]=[CH:6][CH:5]=[CH:4][CH:3]=1.C(N(CC)C(C)C)(C)C.CCCP1(OP(CCC)(=O)OP(CCC)(=O)O1)=O.[CH3:49][O:50][CH2:51][CH2:52][NH2:53]. (2) Given the product [CH:25]1([CH2:24][C@H:3]([NH:2][C:41]([C:33]2[CH:34]=[N:35][O:36][C:32]=2[CH3:31])=[O:42])[C:4](=[O:5])[NH:6][C@H:7]2[CH2:13][CH2:12][CH2:11][N:10]([S:14]([C:17]3[CH:22]=[CH:21][CH:20]=[CH:19][N:18]=3)(=[O:15])=[O:16])[CH2:9][C:8]2=[O:23])[CH2:30][CH2:29][CH2:28][CH2:27][CH2:26]1, predict the reactants needed to synthesize it. The reactants are: Cl.[NH2:2][C@@H:3]([CH2:24][CH:25]1[CH2:30][CH2:29][CH2:28][CH2:27][CH2:26]1)[C:4]([NH:6][C@H:7]1[CH2:13][CH2:12][CH2:11][N:10]([S:14]([C:17]2[CH:22]=[CH:21][CH:20]=[CH:19][N:18]=2)(=[O:16])=[O:15])[CH2:9][C@@H:8]1[OH:23])=[O:5].[CH3:31][C:32]1[O:36][N:35]=[C:34](C(O)=O)[CH:33]=1.C[C:41](OI1(OC(C)=O)(OC(C)=O)OC(=O)C2C=CC=CC1=2)=[O:42]. (3) Given the product [CH2:1]1[O:5][C@@H:4]2[C@@H:6]([OH:9])[CH2:7][O:8][C@@H:3]2[C@H:2]1[OH:10].[O:31]=[CH:32][C@@H:33]([C@H:35]([C@@H:37]([C@H:39]([CH2:41][OH:42])[OH:40])[OH:38])[OH:36])[OH:34], predict the reactants needed to synthesize it. The reactants are: [CH2:1]1[O:5][C@@H:4]2[C@@H:6]([OH:9])[CH2:7][O:8][C@@H:3]2[C@@H:2]1[OH:10].C1O[C@@H]2[C@H](O)CO[C@@H]2[C@@H]1O.C1O[C@@H]2[C@@H](O)CO[C@@H]2[C@H]1O.[OH:31][CH2:32][C@@H:33]([C@H:35]([C@@H:37]([C@@H:39]([CH2:41][OH:42])[OH:40])[OH:38])[OH:36])[OH:34].C(O)[C@H]([C@H]([C@@H]([C@@H](CO)O)O)O)O. (4) Given the product [Cl:1][C:2]1[CH:7]=[C:6]([C:8]#[N:9])[CH:5]=[C:4]2[C:3]=1[NH:10][C:13]1[CH2:18][CH2:17][CH:16]([NH:19][C:20](=[O:24])[CH:21]([CH3:22])[CH3:23])[CH2:15][C:14]2=1, predict the reactants needed to synthesize it. The reactants are: [Cl:1][C:2]1[CH:7]=[C:6]([C:8]#[N:9])[CH:5]=[CH:4][C:3]=1[NH:10]N.O=[C:13]1[CH2:18][CH2:17][CH:16]([NH:19][C:20](=[O:24])[CH:21]([CH3:23])[CH3:22])[CH2:15][CH2:14]1.